This data is from Forward reaction prediction with 1.9M reactions from USPTO patents (1976-2016). The task is: Predict the product of the given reaction. (1) Given the reactants [CH2:1]1[C:7]2=[C:8]3[C:12](=[CH:13][CH:14]=[C:6]2[O:5][CH2:4][CH2:3][N:2]1C(OC(C)(C)C)=O)[NH:11][CH:10]=[CH:9]3.[H-].[Na+].CN(C=O)C.[CH3:29][O:30][C:31]1[CH:32]=[C:33]([S:39](Cl)(=[O:41])=[O:40])[CH:34]=[CH:35][C:36]=1[O:37][CH3:38], predict the reaction product. The product is: [CH3:29][O:30][C:31]1[CH:32]=[C:33]([S:39]([N:11]2[C:12]3[C:8](=[C:7]4[CH2:1][NH:2][CH2:3][CH2:4][O:5][C:6]4=[CH:14][CH:13]=3)[CH:9]=[CH:10]2)(=[O:40])=[O:41])[CH:34]=[CH:35][C:36]=1[O:37][CH3:38]. (2) The product is: [ClH:29].[CH3:1][C:2]1[C:3]2[C:7]([CH:8]=[CH:9][CH:10]=1)=[N:6][N:5]1[C:11]([CH:16]3[CH2:21][CH2:20][NH:19][CH2:18][CH2:17]3)=[CH:12][C:13](=[O:15])[NH:14][C:4]=21. Given the reactants [CH3:1][C:2]1[C:3]2[C:7]([CH:8]=[CH:9][CH:10]=1)=[N:6][N:5]1[C:11]([CH:16]3[CH2:21][CH2:20][N:19](C(OC(C)(C)C)=O)[CH2:18][CH2:17]3)=[CH:12][C:13](=[O:15])[NH:14][C:4]=21.[ClH:29], predict the reaction product. (3) The product is: [Br:14][C:11]1[CH:10]=[CH:9][C:8]([N:4]2[C:5]([Cl:7])=[CH:6][C:2]([NH:1][C:30](=[O:31])[CH2:29][C:27]#[N:28])=[C:3]2[C:15]([O:17][CH2:18][CH3:19])=[O:16])=[CH:13][CH:12]=1. Given the reactants [NH2:1][C:2]1[CH:6]=[C:5]([Cl:7])[N:4]([C:8]2[CH:13]=[CH:12][C:11]([Br:14])=[CH:10][CH:9]=2)[C:3]=1[C:15]([O:17][CH2:18][CH3:19])=[O:16].C(N(CC)CC)C.[C:27]([CH2:29][C:30](O)=[O:31])#[N:28].CCN=C=NCCCN(C)C.Cl.C1C=CC2N(O)N=NC=2C=1, predict the reaction product. (4) Given the reactants [Cl:1][C:2]1[NH:3][N:4]=[C:5]2[C:10]=1[CH:9]=[CH:8][CH:7]=[CH:6]2.[CH2:11]=[O:12], predict the reaction product. The product is: [Cl:1][C:2]1[N:3]([CH2:11][OH:12])[N:4]=[C:5]2[C:10]=1[CH:9]=[CH:8][CH:7]=[CH:6]2. (5) Given the reactants [N:1]1([C:7]2[CH:12]=[CH:11][C:10]([C:13](=[O:15])[CH3:14])=[CH:9][CH:8]=2)[CH2:6][CH2:5][NH:4][CH2:3][CH2:2]1.[O:16](C(OC(C)(C)C)=O)[C:17]([O:19][C:20]([CH3:23])([CH3:22])[CH3:21])=O, predict the reaction product. The product is: [C:20]([O:19][C:17]([N:4]1[CH2:5][CH2:6][N:1]([C:7]2[CH:8]=[CH:9][C:10]([C:13](=[O:15])[CH3:14])=[CH:11][CH:12]=2)[CH2:2][CH2:3]1)=[O:16])([CH3:23])([CH3:22])[CH3:21]. (6) Given the reactants C(O)(C)C.[NH2:5][C:6]1[N:11]=[C:10](Cl)[C:9]([NH:13][CH:14]=[O:15])=[C:8]([Cl:16])[N:7]=1.Cl.[CH3:18][C:19]1[CH:20]=[C:21]([CH2:28][NH2:29])[CH:22]=[CH:23][C:24]=1[N+:25]([O-:27])=[O:26].C(N(CC)CC)C, predict the reaction product. The product is: [NH2:5][C:6]1[N:7]=[C:8]([Cl:16])[C:9]([NH:13][CH:14]=[O:15])=[C:10]([NH:29][CH2:28][C:21]2[CH:22]=[CH:23][C:24]([N+:25]([O-:27])=[O:26])=[C:19]([CH3:18])[CH:20]=2)[N:11]=1. (7) Given the reactants [C:1](Cl)(=O)[C:2](Cl)=O.CN(C)[CH:9]=[O:10].[Br:12][C:13]1[CH:14]=[CH:15][C:16]([Cl:22])=[C:17]([CH:21]=1)[C:18]([OH:20])=O, predict the reaction product. The product is: [Br:12][C:13]1[CH:14]=[CH:15][C:16]([Cl:22])=[C:17]([C:18]([C:2]2[CH:1]=[CH:17][C:21]([O:10][CH3:9])=[CH:13][CH:14]=2)=[O:20])[CH:21]=1. (8) Given the reactants [CH:1]1([NH:6][C:7]([NH:9][C:10]([C:26]2[CH:31]=[C:30]([C:32]([F:35])([F:34])[F:33])[CH:29]=[C:28]([F:36])[CH:27]=2)([C:18]2[CH:23]=[CH:22][CH:21]=[C:20]([O:24]C)[N:19]=2)[CH2:11][C:12]2[CH:17]=[CH:16][CH:15]=[CH:14][CH:13]=2)=[O:8])[CH2:5][CH2:4][CH2:3][CH2:2]1.[Si](I)(C)(C)C.CO, predict the reaction product. The product is: [CH:1]1([NH:6][C:7]([NH:9][C:10]([C:26]2[CH:31]=[C:30]([C:32]([F:35])([F:33])[F:34])[CH:29]=[C:28]([F:36])[CH:27]=2)([C:18]2[NH:19][C:20](=[O:24])[CH:21]=[CH:22][CH:23]=2)[CH2:11][C:12]2[CH:17]=[CH:16][CH:15]=[CH:14][CH:13]=2)=[O:8])[CH2:2][CH2:3][CH2:4][CH2:5]1.